Dataset: Full USPTO retrosynthesis dataset with 1.9M reactions from patents (1976-2016). Task: Predict the reactants needed to synthesize the given product. (1) The reactants are: [O:1]1[C:5]2[CH:6]=[CH:7][C:8]([CH2:10][N:11]3[C:15](=[O:16])[CH2:14][C:13](=[C:17]([OH:30])[C:18]4[C:23]([C:24]5([CH3:29])OCC[O:25]5)=[CH:22][CH:21]=[CH:20][N:19]=4)[C:12]3=[O:31])=[CH:9][C:4]=2[O:3][CH2:2]1.Cl. Given the product [C:24]([C:23]1[C:18]([C:17]([OH:30])=[C:13]2[CH2:14][C:15](=[O:16])[N:11]([CH2:10][C:8]3[CH:7]=[CH:6][C:5]4[O:1][CH2:2][O:3][C:4]=4[CH:9]=3)[C:12]2=[O:31])=[N:19][CH:20]=[CH:21][CH:22]=1)(=[O:25])[CH3:29], predict the reactants needed to synthesize it. (2) Given the product [CH2:1]([C:3]1[CH:8]=[CH:7][C:6]([N:9]2[CH2:13][CH2:12][C:11]3([CH2:18][CH2:17][N:16]([S:19]([C:22]4[CH:27]=[CH:26][CH:25]=[CH:24][C:23]=4[N:30]4[CH2:34][CH2:33][CH2:32][C:31]4=[O:35])(=[O:21])=[O:20])[CH2:15][CH2:14]3)[C:10]2=[O:29])=[CH:5][CH:4]=1)[CH3:2], predict the reactants needed to synthesize it. The reactants are: [CH2:1]([C:3]1[CH:8]=[CH:7][C:6]([N:9]2[CH2:13][CH2:12][C:11]3([CH2:18][CH2:17][N:16]([S:19]([C:22]4[CH:27]=[CH:26][CH:25]=[CH:24][C:23]=4I)(=[O:21])=[O:20])[CH2:15][CH2:14]3)[C:10]2=[O:29])=[CH:5][CH:4]=1)[CH3:2].[NH:30]1[CH2:34][CH2:33][CH2:32][C:31]1=[O:35].C([O-])([O-])=O.[K+].[K+].CNCCNC. (3) The reactants are: C([O:5][C:6]([C:8]1[C:9]([N:28]([CH3:30])[CH3:29])=[N:10][C:11]2[C:16]([C:17]=1[C:18]1[CH:23]=[CH:22][CH:21]=[C:20]([CH:24]([CH3:26])[CH3:25])[CH:19]=1)=[CH:15][C:14]([Cl:27])=[CH:13][CH:12]=2)=[O:7])(C)(C)C.Cl. Given the product [Cl:27][C:14]1[CH:15]=[C:16]2[C:11](=[CH:12][CH:13]=1)[N:10]=[C:9]([N:28]([CH3:29])[CH3:30])[C:8]([C:6]([OH:7])=[O:5])=[C:17]2[C:18]1[CH:23]=[CH:22][CH:21]=[C:20]([CH:24]([CH3:26])[CH3:25])[CH:19]=1, predict the reactants needed to synthesize it. (4) Given the product [CH3:1][O:2][C:3](=[O:13])[C:4]1[CH:9]=[CH:8][C:7]([CH:10]2[O:17][CH2:14][CH:15]=[CH:18][O:11]2)=[CH:6][C:5]=1[Br:12], predict the reactants needed to synthesize it. The reactants are: [CH3:1][O:2][C:3](=[O:13])[C:4]1[CH:9]=[CH:8][C:7]([CH:10]=[O:11])=[CH:6][C:5]=1[Br:12].[CH2:14]([OH:17])[CH2:15]O.[C:18]1(C)C=CC(S(O)(=O)=O)=CC=1. (5) The reactants are: [C:1]([C:3]1([OH:12])[C:7]2=[N:8][CH:9]=[CH:10][CH:11]=[C:6]2[CH2:5][CH2:4]1)#[CH:2].Br[C:14]1[CH:15]=[C:16]([N:20]2[C:28]3[CH:27]=[C:26]([Cl:29])[N:25]=[CH:24][C:23]=3[C:22]([C:30]([O:32][CH3:33])=[O:31])=[N:21]2)[CH:17]=[CH:18][CH:19]=1. Given the product [Cl:29][C:26]1[N:25]=[CH:24][C:23]2[C:22]([C:30]([O:32][CH3:33])=[O:31])=[N:21][N:20]([C:16]3[CH:17]=[CH:18][CH:19]=[C:14]([C:2]#[C:1][C:3]4([OH:12])[C:7]5=[N:8][CH:9]=[CH:10][CH:11]=[C:6]5[CH2:5][CH2:4]4)[CH:15]=3)[C:28]=2[CH:27]=1, predict the reactants needed to synthesize it.